This data is from Full USPTO retrosynthesis dataset with 1.9M reactions from patents (1976-2016). The task is: Predict the reactants needed to synthesize the given product. (1) Given the product [CH2:1]([NH:3][C:4]([C:6]1[C:10]([C:49]2[CH:50]=[CH:51][C:46]([CH:44]=[O:45])=[CH:47][CH:48]=2)=[C:9]([C:12]2[CH:17]=[C:16]([CH2:18][CH:19]([CH3:21])[CH3:20])[C:15]([O:22][CH2:23][C:24]3[CH:29]=[CH:28][CH:27]=[CH:26][CH:25]=3)=[CH:14][C:13]=2[O:30][CH2:31][C:32]2[CH:37]=[CH:36][CH:35]=[CH:34][CH:33]=2)[O:8][N:7]=1)=[O:5])[CH3:2], predict the reactants needed to synthesize it. The reactants are: [CH2:1]([NH:3][C:4]([C:6]1[C:10](I)=[C:9]([C:12]2[CH:17]=[C:16]([CH2:18][CH:19]([CH3:21])[CH3:20])[C:15]([O:22][CH2:23][C:24]3[CH:29]=[CH:28][CH:27]=[CH:26][CH:25]=3)=[CH:14][C:13]=2[O:30][CH2:31][C:32]2[CH:37]=[CH:36][CH:35]=[CH:34][CH:33]=2)[O:8][N:7]=1)=[O:5])[CH3:2].C([O-])([O-])=O.[Na+].[Na+].[CH:44]([C:46]1[CH:51]=[CH:50][C:49](B(O)O)=[CH:48][CH:47]=1)=[O:45]. (2) The reactants are: [CH3:1][C:2]1([CH3:15])[CH2:7][CH2:6][C:5]([CH3:9])([CH3:8])[C:4](/[CH:10]=[CH:11]/[C:12]([OH:14])=O)=[CH:3]1.CN(C(ON1N=NC2C=CC=NC1=2)=[N+](C)C)C.F[P-](F)(F)(F)(F)F.C(N(C(C)C)CC)(C)C.FC(F)(F)C(O)=O.[N:56]1([C:62]([NH2:64])=[O:63])[CH2:61][CH2:60][NH:59][CH2:58][CH2:57]1. Given the product [CH3:15][C:2]1([CH3:1])[CH2:7][CH2:6][C:5]([CH3:8])([CH3:9])[C:4](/[CH:10]=[CH:11]/[C:12]([N:59]2[CH2:60][CH2:61][N:56]([C:62]([NH2:64])=[O:63])[CH2:57][CH2:58]2)=[O:14])=[CH:3]1, predict the reactants needed to synthesize it.